Task: Predict the reaction yield, written as a fraction of the theoretical maximum amount of product (1.0 means a 100% yield; for example, 0.34 means a 34% yield).. Dataset: Reaction yield outcomes from USPTO patents with 853,638 reactions (1) The reactants are [CH3:1][O:2][C:3](=[O:21])[C:4]1[CH:9]=[C:8]([NH2:10])[C:7]([NH2:11])=[C:6]([F:12])[C:5]=1[NH:13][C:14]1[CH:19]=[CH:18][CH:17]=[CH:16][C:15]=1[Cl:20].[C:22](O)(=O)C.C(N)=N. The catalyst is CCO.C(OCC)(=O)C. The product is [CH3:1][O:2][C:3]([C:4]1[C:5]([NH:13][C:14]2[CH:19]=[CH:18][CH:17]=[CH:16][C:15]=2[Cl:20])=[C:6]([F:12])[C:7]2[N:11]=[CH:22][NH:10][C:8]=2[CH:9]=1)=[O:21]. The yield is 0.850. (2) The catalyst is O1CCCC1.Cl[Ni]1(Cl)[P](C2C=CC=CC=2)(C2C=CC=CC=2)CCC[P]1(C1C=CC=CC=1)C1C=CC=CC=1. The yield is 0.760. The reactants are [CH:1]1([Mg]Br)[CH2:3][CH2:2]1.Br[C:7]1[C:16]2[C:11](=[CH:12][CH:13]=[CH:14][CH:15]=2)[CH:10]=[CH:9][CH:8]=1. The product is [CH:1]1([C:15]2[C:16]3[C:11](=[CH:10][CH:9]=[CH:8][CH:7]=3)[CH:12]=[CH:13][CH:14]=2)[CH2:3][CH2:2]1. (3) The reactants are [F:1][CH:2]([CH3:28])[CH2:3][N:4]1[CH2:9][CH2:8][CH:7]([CH2:10][O:11][C:12]2[CH:17]=[CH:16][C:15]([C:18]3[CH:23]=[CH:22][C:21]([C:24]([O:26]C)=[O:25])=[CH:20][CH:19]=3)=[CH:14][CH:13]=2)[CH2:6][CH2:5]1.CO.O.O[Li].O. The catalyst is C1COCC1. The product is [F:1][CH:2]([CH3:28])[CH2:3][N:4]1[CH2:9][CH2:8][CH:7]([CH2:10][O:11][C:12]2[CH:17]=[CH:16][C:15]([C:18]3[CH:19]=[CH:20][C:21]([C:24]([OH:26])=[O:25])=[CH:22][CH:23]=3)=[CH:14][CH:13]=2)[CH2:6][CH2:5]1. The yield is 0.950. (4) The reactants are [H-].[Na+].[N:3]1[O:4][C:5]([NH2:11])=[C:6]2[CH2:10][CH2:9][CH2:8][C:7]=12.[CH:12](=O)[C:13]1[CH:18]=[CH:17][CH:16]=[CH:15][CH:14]=1. The catalyst is CN(C=O)C. The product is [N:3]1[O:4][C:5]([N:11]=[CH:12][C:13]2[CH:18]=[CH:17][CH:16]=[CH:15][CH:14]=2)=[C:6]2[CH2:10][CH2:9][CH2:8][C:7]=12. The yield is 0.0700. (5) The reactants are [F:1][C:2]1[CH:7]=[CH:6][C:5]([C:8](=[O:15])[CH2:9][CH2:10][CH2:11][C:12]([OH:14])=[O:13])=[CH:4][CH:3]=1.S(=O)(=O)(O)O.[CH3:21]O. No catalyst specified. The product is [F:1][C:2]1[CH:3]=[CH:4][C:5]([C:8](=[O:15])[CH2:9][CH2:10][CH2:11][C:12]([O:14][CH3:21])=[O:13])=[CH:6][CH:7]=1. The yield is 0.840. (6) The reactants are Cl[C:2]1[N:7]=[C:6]([C:8]2[S:12][C:11]([C:13]([CH3:16])([CH3:15])[CH3:14])=[N:10][C:9]=2[C:17]2[C:18]([F:35])=[C:19]([NH:23][S:24]([C:27]3[CH:32]=[C:31]([F:33])[CH:30]=[CH:29][C:28]=3[F:34])(=[O:26])=[O:25])[CH:20]=[CH:21][CH:22]=2)[CH:5]=[CH:4][N:3]=1. The catalyst is CCO.CO.[Pd]. The product is [CH3:16][C:13]([C:11]1[S:12][C:8]([C:6]2[CH:5]=[CH:4][N:3]=[CH:2][N:7]=2)=[C:9]([C:17]2[C:18]([F:35])=[C:19]([NH:23][S:24]([C:27]3[CH:32]=[C:31]([F:33])[CH:30]=[CH:29][C:28]=3[F:34])(=[O:25])=[O:26])[CH:20]=[CH:21][CH:22]=2)[N:10]=1)([CH3:14])[CH3:15]. The yield is 0.960. (7) The reactants are [Cl:1][C:2]1[CH:7]=[C:6]([Cl:8])[CH:5]=[CH:4][C:3]=1[N:9]1[CH:13]=[C:12]([C:14]2[C:19]([CH3:20])=[CH:18][N:17]=[C:16]([NH:21][C:22](=[O:24])[CH3:23])[CH:15]=2)[N:11]=[C:10]1[C:25]1[N:29](COCC[Si](C)(C)C)[N:28]=[CH:27][CH:26]=1.C(O)(C(F)(F)F)=O. The catalyst is C(Cl)Cl. The product is [Cl:1][C:2]1[CH:7]=[C:6]([Cl:8])[CH:5]=[CH:4][C:3]=1[N:9]1[CH:13]=[C:12]([C:14]2[C:19]([CH3:20])=[CH:18][N:17]=[C:16]([NH:21][C:22](=[O:24])[CH3:23])[CH:15]=2)[N:11]=[C:10]1[C:25]1[NH:29][N:28]=[CH:27][CH:26]=1. The yield is 0.600.